Dataset: Forward reaction prediction with 1.9M reactions from USPTO patents (1976-2016). Task: Predict the product of the given reaction. (1) Given the reactants [O:1]=[C:2]([C:8]1[CH:17]=[CH:16][C:15]2[CH2:14][CH2:13][CH2:12][CH2:11][C:10]=2[CH:9]=1)[CH2:3][CH2:4][C:5]([OH:7])=O.[CH2:18]([C:25]1[S:29][C:28]([NH2:30])=[CH:27][C:26]=1[C:31]1[CH:36]=[CH:35][CH:34]=[CH:33][CH:32]=1)[C:19]1[CH:24]=[CH:23][CH:22]=[CH:21][CH:20]=1.CCN=C=NCCCN(C)C.C1C=CC2N(O)N=NC=2C=1, predict the reaction product. The product is: [CH2:18]([C:25]1[S:29][C:28]([NH:30][C:5](=[O:7])[CH2:4][CH2:3][C:2](=[O:1])[C:8]2[CH:17]=[CH:16][C:15]3[CH2:14][CH2:13][CH2:12][CH2:11][C:10]=3[CH:9]=2)=[CH:27][C:26]=1[C:31]1[CH:36]=[CH:35][CH:34]=[CH:33][CH:32]=1)[C:19]1[CH:20]=[CH:21][CH:22]=[CH:23][CH:24]=1. (2) Given the reactants Br[C:2]1[CH:7]=[C:6]([CH:8]([CH3:10])[CH3:9])[CH:5]=[C:4]([CH:11]([CH3:13])[CH3:12])[C:3]=1[O:14][CH2:15][CH3:16].C([Li])(C)(C)C.[Br:22][C:23]1[CH:24]=[CH:25][C:26]([F:31])=[C:27]([CH:30]=1)[CH:28]=[O:29].[Cl-].[NH4+], predict the reaction product. The product is: [Br:22][C:23]1[CH:24]=[CH:25][C:26]([F:31])=[C:27]([CH:28]([C:2]2[CH:7]=[C:6]([CH:8]([CH3:10])[CH3:9])[CH:5]=[C:4]([CH:11]([CH3:13])[CH3:12])[C:3]=2[O:14][CH2:15][CH3:16])[OH:29])[CH:30]=1. (3) Given the reactants [CH:1]([C:3]1[CH:12]=[CH:11][C:6]([C:7]([O:9][CH3:10])=[O:8])=[CH:5][CH:4]=1)=O.[CH3:13][NH:14][C:15]1[CH:20]=[CH:19][CH:18]=[CH:17][C:16]=1[NH2:21], predict the reaction product. The product is: [CH3:13][N:14]1[C:15]2[CH:20]=[CH:19][CH:18]=[CH:17][C:16]=2[N:21]=[C:1]1[C:3]1[CH:12]=[CH:11][C:6]([C:7]([O:9][CH3:10])=[O:8])=[CH:5][CH:4]=1. (4) Given the reactants [Li+].C[Si]([N-][Si](C)(C)C)(C)C.[Cl:11][C:12]1[CH:13]=[C:14]([C:22]2[O:26][CH:25]=[N:24][C:23]=2[CH3:27])[CH:15]=[CH:16][C:17]=1[C:18]([F:21])([F:20])[F:19].[Cl:28]C(Cl)(Cl)C(Cl)(Cl)Cl, predict the reaction product. The product is: [Cl:28][C:25]1[O:26][C:22]([C:14]2[CH:15]=[CH:16][C:17]([C:18]([F:19])([F:21])[F:20])=[C:12]([Cl:11])[CH:13]=2)=[C:23]([CH3:27])[N:24]=1. (5) Given the reactants [H-].[Al+3].[Li+].[H-].[H-].[H-].[C:7]([O:11][C:12]([NH:14][CH:15]([C:19]1[CH:24]=[CH:23][CH:22]=[CH:21][CH:20]=1)[C:16]([OH:18])=O)=[O:13])([CH3:10])([CH3:9])[CH3:8].[OH-].[Na+].O1CCC[CH2:28]1, predict the reaction product. The product is: [C:7]([O:11][C:12](=[O:13])[N:14]([CH:15]([C:19]1[CH:24]=[CH:23][CH:22]=[CH:21][CH:20]=1)[CH2:16][OH:18])[CH3:28])([CH3:8])([CH3:9])[CH3:10]. (6) Given the reactants [N:1]1[CH:6]=[CH:5][CH:4]=[CH:3][C:2]=1[C:7]1[S:11][C:10]([C:12]([OH:14])=O)=[CH:9][CH:8]=1.S(Cl)([Cl:17])=O, predict the reaction product. The product is: [N:1]1[CH:6]=[CH:5][CH:4]=[CH:3][C:2]=1[C:7]1[S:11][C:10]([C:12]([Cl:17])=[O:14])=[CH:9][CH:8]=1. (7) Given the reactants Br[C:2]1[CH:3]=[C:4]([C:8]2([CH3:15])[NH:13][C:12](=[O:14])[CH2:11][O:10][CH2:9]2)[CH:5]=[CH:6][CH:7]=1.[Br:16][C:17]1[CH:25]=[C:24]2[C:20]([C:21]([NH2:27])=[N:22][N:23]2[CH3:26])=[CH:19][CH:18]=1.CC(C1C=C(C(C)C)C(C2C=CC=CC=2P(C2CCCCC2)C2CCCCC2)=C(C(C)C)C=1)C.[O-]P([O-])([O-])=O.[K+].[K+].[K+], predict the reaction product. The product is: [Br:16][C:17]1[CH:25]=[C:24]2[C:20]([C:21]([NH:27][C:2]3[CH:3]=[C:4]([C:8]4([CH3:15])[NH:13][C:12](=[O:14])[CH2:11][O:10][CH2:9]4)[CH:5]=[CH:6][CH:7]=3)=[N:22][N:23]2[CH3:26])=[CH:19][CH:18]=1.